The task is: Predict the reactants needed to synthesize the given product.. This data is from Full USPTO retrosynthesis dataset with 1.9M reactions from patents (1976-2016). (1) Given the product [CH3:1][N:2]1[CH:6]=[C:5]([C:7]2[N:12]=[C:11]([C:13]3[CH:14]=[N:15][N:16]([CH:23]([CH2:24][C:25]([O:27][CH3:28])=[O:26])[CH2:22][C:21]([O:30][CH3:31])=[O:29])[CH:17]=3)[N:10]3[CH:18]=[CH:19][N:20]=[C:9]3[CH:8]=2)[CH:4]=[N:3]1, predict the reactants needed to synthesize it. The reactants are: [CH3:1][N:2]1[CH:6]=[C:5]([C:7]2[N:12]=[C:11]([C:13]3[CH:14]=[N:15][NH:16][CH:17]=3)[N:10]3[CH:18]=[CH:19][N:20]=[C:9]3[CH:8]=2)[CH:4]=[N:3]1.[C:21]([O:30][CH3:31])(=[O:29])/[CH:22]=[CH:23]/[CH2:24][C:25]([O:27][CH3:28])=[O:26].C1CCN2C(=NCCC2)CC1. (2) Given the product [NH2:1][C:2]1[C:11]2[C:6](=[C:7]([C:23]3[CH:24]=[N:25][CH:26]=[CH:27][C:22]=3[O:21][CH3:20])[CH:8]=[CH:9][CH:10]=2)[N:5]=[N:4][C:3]=1[C:13]([NH:15][CH:16]1[CH2:19][CH2:18][CH2:17]1)=[O:14], predict the reactants needed to synthesize it. The reactants are: [NH2:1][C:2]1[C:11]2[C:6](=[C:7](Br)[CH:8]=[CH:9][CH:10]=2)[N:5]=[N:4][C:3]=1[C:13]([NH:15][CH:16]1[CH2:19][CH2:18][CH2:17]1)=[O:14].[CH3:20][O:21][C:22]1[CH:27]=[CH:26][N:25]=[CH:24][C:23]=1B(O)O.